From a dataset of Forward reaction prediction with 1.9M reactions from USPTO patents (1976-2016). Predict the product of the given reaction. Given the reactants Cl.[OH:2][CH:3]([C:24]1[CH:29]=[CH:28][C:27]([O:30][CH2:31][CH2:32][N:33]2[CH2:38][CH2:37][CH2:36][CH2:35][CH2:34]2)=[CH:26][CH:25]=1)[C:4]1[C:13]([C:14]2[C:19]([F:20])=[CH:18][C:17]([F:21])=[CH:16][C:15]=2F)=[CH:12][CH:11]=[C:10]2[C:5]=1[CH:6]=[CH:7][C:8]([OH:23])=[CH:9]2.CC(C)([O-])C.[K+], predict the reaction product. The product is: [F:21][C:17]1[CH:16]=[C:15]2[C:14](=[C:19]([F:20])[CH:18]=1)[C:13]1[C:4](=[C:5]3[C:10](=[CH:11][CH:12]=1)[CH:9]=[C:8]([OH:23])[CH:7]=[CH:6]3)[CH:3]([C:24]1[CH:25]=[CH:26][C:27]([O:30][CH2:31][CH2:32][N:33]3[CH2:34][CH2:35][CH2:36][CH2:37][CH2:38]3)=[CH:28][CH:29]=1)[O:2]2.